This data is from Forward reaction prediction with 1.9M reactions from USPTO patents (1976-2016). The task is: Predict the product of the given reaction. (1) Given the reactants [Si]([O:8][CH2:9][CH2:10][N:11]([CH3:43])[C:12]([C:14]1[C:19]([O:20][CH2:21][C:22]2[CH:27]=[CH:26][CH:25]=[CH:24][CH:23]=2)=[C:18]([OH:28])[N:17]=[C:16]([CH2:29][C:30]2[CH:35]=[CH:34][CH:33]=[CH:32][C:31]=2[C:36]2[CH:41]=[CH:40][CH:39]=[CH:38][C:37]=2[Cl:42])[N:15]=1)=[O:13])(C(C)(C)C)(C)C.OCCN(C)C(C1C(OCC2C=CC=CC=2)=C(O)N=C(CC2C=CC=CC=2C2C=CC=CC=2)N=1)=O, predict the reaction product. The product is: [OH:8][CH2:9][CH2:10][N:11]([CH3:43])[C:12]([C:14]1[C:19]([O:20][CH2:21][C:22]2[CH:23]=[CH:24][CH:25]=[CH:26][CH:27]=2)=[C:18]([OH:28])[N:17]=[C:16]([CH2:29][C:30]2[CH:35]=[CH:34][CH:33]=[CH:32][C:31]=2[C:36]2[CH:41]=[CH:40][CH:39]=[CH:38][C:37]=2[Cl:42])[N:15]=1)=[O:13]. (2) Given the reactants [C:1]12([CH2:9][CH:10]([NH:21]C(=O)OCC3C=CC=CC=3)[CH2:11][N:12]([CH3:20])[C:13]([O:15][C:16]([CH3:19])([CH3:18])[CH3:17])=[O:14])[CH2:8][CH2:7][CH:4]([CH2:5][CH2:6]1)[CH2:3][CH2:2]2, predict the reaction product. The product is: [NH2:21][CH:10]([CH2:9][C:1]12[CH2:2][CH2:3][CH:4]([CH2:5][CH2:6]1)[CH2:7][CH2:8]2)[CH2:11][N:12]([CH3:20])[C:13](=[O:14])[O:15][C:16]([CH3:18])([CH3:19])[CH3:17]. (3) Given the reactants [F:1][C:2]1[C:10]([C:11]([OH:13])=O)=[C:9]2[C:5]([CH:6]=[CH:7][NH:8]2)=[CH:4][CH:3]=1.CN(C(ON1N=NC2C=CC=CC1=2)=[N+](C)C)C.[B-](F)(F)(F)F.C(N(CC)C(C)C)(C)C.[C:45]([C:49]1[CH:66]=[CH:65][C:52]([CH2:53][NH:54][CH2:55][CH2:56][C:57]2[CH:62]=[C:61]([F:63])[CH:60]=[C:59]([F:64])[CH:58]=2)=[CH:51][CH:50]=1)([CH3:48])([CH3:47])[CH3:46], predict the reaction product. The product is: [C:45]([C:49]1[CH:50]=[CH:51][C:52]([CH2:53][N:54]([CH2:55][CH2:56][C:57]2[CH:58]=[C:59]([F:64])[CH:60]=[C:61]([F:63])[CH:62]=2)[C:11]([C:10]2[C:2]([F:1])=[CH:3][CH:4]=[C:5]3[C:9]=2[NH:8][CH:7]=[CH:6]3)=[O:13])=[CH:65][CH:66]=1)([CH3:48])([CH3:46])[CH3:47]. (4) Given the reactants [Cl:1][C:2]1[CH:10]=[CH:9][C:5]([C:6]([OH:8])=O)=[CH:4][N:3]=1.[NH:11]1[C:19]2[C:14](=[CH:15][C:16]([CH2:20][NH2:21])=[CH:17][CH:18]=2)[CH:13]=[CH:12]1.N, predict the reaction product. The product is: [Cl:1][C:2]1[CH:10]=[CH:9][C:5]([C:6]([NH:21][CH2:20][C:16]2[CH:15]=[C:14]3[C:19](=[CH:18][CH:17]=2)[NH:11][CH:12]=[CH:13]3)=[O:8])=[CH:4][N:3]=1. (5) Given the reactants Cl[C:2]1[N:7]2[CH:8]=[CH:9][N:10]=[C:6]2[CH:5]=[C:4]([C:11]2[CH:16]=[CH:15][C:14]([Cl:17])=[CH:13][C:12]=2[Cl:18])[N:3]=1.FC(F)(F)C(O)=O.[NH2:26][C:27]1[N:28]=[C:29]([NH:34][CH2:35][CH2:36][NH2:37])[S:30][C:31]=1[C:32]#[N:33].CCN(C(C)C)C(C)C.Cl, predict the reaction product. The product is: [NH2:26][C:27]1[N:28]=[C:29]([NH:34][CH2:35][CH2:36][NH:37][C:2]2[N:7]3[CH:8]=[CH:9][N:10]=[C:6]3[CH:5]=[C:4]([C:11]3[CH:16]=[CH:15][C:14]([Cl:17])=[CH:13][C:12]=3[Cl:18])[N:3]=2)[S:30][C:31]=1[C:32]#[N:33]. (6) Given the reactants [CH2:1]([CH:8]1[CH2:13][CH2:12][N:11]([CH2:14][CH2:15][CH2:16][C:17]2[N:21](CCC#N)[C:20]3[CH:26]=[CH:27][CH:28]=[CH:29][C:19]=3[N:18]=2)[CH2:10][CH2:9]1)[C:2]1[CH:7]=[CH:6][CH:5]=[CH:4][CH:3]=1.[Na].[C:31](OCC)(=O)[CH3:32].CO, predict the reaction product. The product is: [CH2:1]([CH:8]1[CH2:13][CH:12]2[N:11]([CH2:14][CH2:15][CH2:16][C:17]3[NH:21][C:20]4[CH:26]=[CH:27][CH:28]=[CH:29][C:19]=4[N:18]=3)[CH:10]([CH2:31][CH2:32]2)[CH2:9]1)[C:2]1[CH:3]=[CH:4][CH:5]=[CH:6][CH:7]=1. (7) The product is: [Br:1][C:2]1[CH:3]=[C:4]([N:8]2[C:12]3=[N:13][CH:14]=[C:15]([CH:17]4[CH2:19][CH2:18]4)[CH:16]=[C:11]3[C:10]([C:20]([NH2:26])=[O:22])=[N:9]2)[CH:5]=[CH:6][CH:7]=1. Given the reactants [Br:1][C:2]1[CH:3]=[C:4]([N:8]2[C:12]3=[N:13][CH:14]=[C:15]([CH:17]4[CH2:19][CH2:18]4)[CH:16]=[C:11]3[C:10]([C:20]([O:22]C)=O)=[N:9]2)[CH:5]=[CH:6][CH:7]=1.C([NH2:26])=O.C[O-].[Na+], predict the reaction product. (8) Given the reactants [Cl:1][C:2]1[CH:3]=[C:4]([CH:37]=[CH:38][CH:39]=1)[CH2:5][N:6]([CH:16]1[CH2:21][CH2:20][N:19]([CH:22]([CH3:36])[CH2:23][CH2:24][NH:25][C:26](=[O:35])[C:27]2[C:32]([CH3:33])=[CH:31][CH:30]=[CH:29][C:28]=2[CH3:34])[CH2:18][CH2:17]1)[C:7]1[CH:15]=[CH:14][C:10]([C:11](O)=[O:12])=[CH:9][CH:8]=1.[NH2:40][C:41]1[CH:46]=[CH:45][CH:44]=[CH:43][CH:42]=1, predict the reaction product. The product is: [Cl:1][C:2]1[CH:3]=[C:4]([CH:37]=[CH:38][CH:39]=1)[CH2:5][N:6]([C:7]1[CH:15]=[CH:14][C:10]([C:11](=[O:12])[NH:40][C:41]2[CH:46]=[CH:45][CH:44]=[CH:43][CH:42]=2)=[CH:9][CH:8]=1)[CH:16]1[CH2:17][CH2:18][N:19]([CH:22]([CH3:36])[CH2:23][CH2:24][NH:25][C:26](=[O:35])[C:27]2[C:32]([CH3:33])=[CH:31][CH:30]=[CH:29][C:28]=2[CH3:34])[CH2:20][CH2:21]1. (9) Given the reactants [CH2:1]([O:4][CH:5]1[CH2:10][C:9]([CH3:12])([CH3:11])[N:8]([O:13][CH2:14][C:15]([OH:18])([CH3:17])[CH3:16])[C:7]([CH3:20])([CH3:19])[CH2:6]1)[CH:2]=[CH2:3].[CH3:21][SiH:22]([CH3:24])[CH3:23], predict the reaction product. The product is: [OH:18][C:15]([CH3:17])([CH3:16])[CH2:14][O:13][N:8]1[C:7]([CH3:20])([CH3:19])[CH2:6][CH:5]([O:4][CH2:1][CH2:2][CH2:3][Si:22]([CH3:24])([CH3:23])[CH3:21])[CH2:10][C:9]1([CH3:12])[CH3:11]. (10) Given the reactants [CH2:1]([C:4]1[CH:9]=[C:8]([F:10])[CH:7]=[C:6]([Br:11])[C:5]=1[OH:12])[CH:2]=[CH2:3].ClC1C=C(C=CC=1)C(OO)=[O:18].C(=O)([O-])[O-].[K+].[K+].ClC1C2OC(CO)CC=2C(C(F)(F)F)=CC=1, predict the reaction product. The product is: [Br:11][C:6]1[C:5]2[O:12][CH:2]([CH2:3][OH:18])[CH2:1][C:4]=2[CH:9]=[C:8]([F:10])[CH:7]=1.